Task: Predict the product of the given reaction.. Dataset: Forward reaction prediction with 1.9M reactions from USPTO patents (1976-2016) (1) The product is: [Br:1][C:2]1[CH:10]=[CH:9][C:5]([C:6]([N:8]=[CH:14][N:15]([CH3:17])[CH3:16])=[O:7])=[C:4]([CH3:11])[CH:3]=1. Given the reactants [Br:1][C:2]1[CH:10]=[CH:9][C:5]([C:6]([NH2:8])=[O:7])=[C:4]([CH3:11])[CH:3]=1.CO[CH:14](OC)[N:15]([CH3:17])[CH3:16], predict the reaction product. (2) Given the reactants [C:1]([O:5][C:6](=[O:54])[NH:7][CH2:8][C:9]1[CH:14]=[C:13]([NH:15][CH:16]([C:29]2[CH:34]=[C:33]([CH2:35][CH3:36])[CH:32]=[C:31]([O:37][CH2:38][CH2:39][O:40][Si](C(C)C)(C(C)C)C(C)C)[C:30]=2[F:51])[C:17]2[NH:21][C:20](=[O:22])[N:19]([C:23]3[N:28]=[CH:27][CH:26]=[CH:25][N:24]=3)[N:18]=2)[CH:12]=[CH:11][C:10]=1[C:52]#[N:53])([CH3:4])([CH3:3])[CH3:2].C1COCC1.[F-].C([N+](CCCC)(CCCC)CCCC)CCC.C(OCC)(=O)C, predict the reaction product. The product is: [C:1]([O:5][C:6](=[O:54])[NH:7][CH2:8][C:9]1[CH:14]=[C:13]([NH:15][CH:16]([C:29]2[CH:34]=[C:33]([CH2:35][CH3:36])[CH:32]=[C:31]([O:37][CH2:38][CH2:39][OH:40])[C:30]=2[F:51])[C:17]2[NH:21][C:20](=[O:22])[N:19]([C:23]3[N:24]=[CH:25][CH:26]=[CH:27][N:28]=3)[N:18]=2)[CH:12]=[CH:11][C:10]=1[C:52]#[N:53])([CH3:2])([CH3:3])[CH3:4]. (3) Given the reactants [CH2:1]([O:8][CH2:9][CH2:10][CH:11]=[O:12])[C:2]1[CH:7]=[CH:6][CH:5]=[CH:4][CH:3]=1.[CH:13]([Mg]Br)=[CH2:14].[Cl-].[NH4+].C(OCC)(=O)C, predict the reaction product. The product is: [CH2:1]([O:8][CH2:9][CH2:10][C:11](=[O:12])[CH:13]=[CH2:14])[C:2]1[CH:7]=[CH:6][CH:5]=[CH:4][CH:3]=1. (4) The product is: [C:5]([C:9]1[CH:14]=[C:13]([O:15][CH3:16])[CH:12]=[C:11]([CH:18]=[O:19])[C:10]=1[OH:17])([CH3:8])([CH3:6])[CH3:7]. Given the reactants C([Mg]Br)C.[C:5]([C:9]1[CH:14]=[C:13]([O:15][CH3:16])[CH:12]=[CH:11][C:10]=1[OH:17])([CH3:8])([CH3:7])[CH3:6].[CH2:18]=[O:19].C(N(CC)CC)C, predict the reaction product. (5) The product is: [NH2:28][CH2:29][C:30]1[CH:38]=[CH:37][C:33]([C:34]([NH:6][C:5]2[CH:7]=[CH:8][C:2]([Br:1])=[CH:3][C:4]=2[N:9]2[CH2:14][CH2:13][N:12]([CH2:15][CH2:16][C:17]([F:19])([F:18])[F:20])[CH2:11][CH2:10]2)=[O:35])=[C:32]([F:39])[C:31]=1[F:40]. Given the reactants [Br:1][C:2]1[CH:8]=[CH:7][C:5]([NH2:6])=[C:4]([N:9]2[CH2:14][CH2:13][N:12]([CH2:15][CH2:16][C:17]([F:20])([F:19])[F:18])[CH2:11][CH2:10]2)[CH:3]=1.C(OC([NH:28][CH2:29][C:30]1[CH:38]=[CH:37][C:33]([C:34](O)=[O:35])=[C:32]([F:39])[C:31]=1[F:40])=O)(C)(C)C.CCN(C(C)C)C(C)C.CN(C(ON1N=NC2C=CC=NC1=2)=[N+](C)C)C.F[P-](F)(F)(F)(F)F.Cl, predict the reaction product. (6) The product is: [CH2:17]([C:12]1[C:11]([OH:14])=[C:10]2[C:5]([CH:6]=[CH:7][CH:8]=[N:9]2)=[C:4]([F:3])[CH:13]=1)[CH:16]=[CH2:15]. Given the reactants [H-].[Na+].[F:3][C:4]1[CH:13]=[CH:12][C:11]([OH:14])=[C:10]2[C:5]=1[CH:6]=[CH:7][CH:8]=[N:9]2.[CH2:15](Br)[CH:16]=[CH2:17].O, predict the reaction product.